From a dataset of Reaction yield outcomes from USPTO patents with 853,638 reactions. Predict the reaction yield, written as a fraction of the theoretical maximum amount of product (1.0 means a 100% yield; for example, 0.34 means a 34% yield). (1) The yield is 0.720. The reactants are [CH3:1][O:2][N:3]([CH3:15])[C:4]([C:6]1[C:14]2[C:9](=[CH:10][CH:11]=[CH:12][CH:13]=2)[NH:8][N:7]=1)=[O:5].FC(F)(F)C(OC1C(OC(=O)C(F)(F)F)=C([I:27])C=CC=1)=O.II.OS([O-])=O.[Na+]. The catalyst is C(Cl)Cl. The product is [I:27][C:12]1[CH:13]=[C:14]2[C:9](=[CH:10][CH:11]=1)[NH:8][N:7]=[C:6]2[C:4]([N:3]([O:2][CH3:1])[CH3:15])=[O:5]. (2) The reactants are [Cl:1][C:2]1[C:3]([NH:21][C:22]2[C:31]([F:32])=[CH:30][CH:29]=[CH:28][C:23]=2[C:24]([NH:26][CH3:27])=[O:25])=[N:4][C:5]([NH:8][C:9]2[CH:10]=[CH:11][C:12]3[CH2:18][NH:17][CH2:16][C:15](=[O:19])[NH:14][C:13]=3[CH:20]=2)=[N:6][CH:7]=1.C(=O)([O-])[O-].[K+].[K+].I[CH2:40][CH2:41][C:42]([F:45])([F:44])[F:43]. The catalyst is C(O)CCC. The product is [Cl:1][C:2]1[C:3]([NH:21][C:22]2[C:31]([F:32])=[CH:30][CH:29]=[CH:28][C:23]=2[C:24]([NH:26][CH3:27])=[O:25])=[N:4][C:5]([NH:8][C:9]2[CH:10]=[CH:11][C:12]3[CH2:18][N:17]([CH2:40][CH2:41][C:42]([F:45])([F:44])[F:43])[CH2:16][C:15](=[O:19])[NH:14][C:13]=3[CH:20]=2)=[N:6][CH:7]=1. The yield is 0.140. (3) The reactants are C([O:8][C@H:9]1[CH2:14][CH2:13][CH2:12][CH2:11][C@@H:10]1[NH:15][CH:16]1[CH2:21][CH2:20][N:19]([C:22]([O:24][C:25]([CH3:28])([CH3:27])[CH3:26])=[O:23])[CH2:18][CH2:17]1)C1C=CC=CC=1.C1CCCCC=1. The catalyst is CCO.[OH-].[OH-].[Pd+2]. The product is [OH:8][C@H:9]1[CH2:14][CH2:13][CH2:12][CH2:11][C@@H:10]1[NH:15][CH:16]1[CH2:17][CH2:18][N:19]([C:22]([O:24][C:25]([CH3:28])([CH3:27])[CH3:26])=[O:23])[CH2:20][CH2:21]1. The yield is 0.980. (4) The reactants are [NH2:1][C:2]1[S:3][C:4]([C:12]2[CH:17]=[CH:16][C:15]([F:18])=[CH:14][CH:13]=2)=[CH:5][C:6]=1[C:7]([O:9]CC)=O.[C:19](#[N:21])[CH3:20].Cl. The catalyst is O1CCOCC1. The product is [F:18][C:15]1[CH:14]=[CH:13][C:12]([C:4]2[S:3][C:2]3[N:1]=[C:19]([CH3:20])[NH:21][C:7](=[O:9])[C:6]=3[CH:5]=2)=[CH:17][CH:16]=1. The yield is 0.810. (5) The reactants are [F:1][C:2]([F:39])([F:38])[C:3]1[CH:4]=[C:5]([C:13]([CH3:37])([CH3:36])[C:14]([N:16]([C:18]2[CH:19]=[N:20][C:21]([NH:31][CH2:32][C:33](=[O:35])[CH3:34])=[CH:22][C:23]=2[C:24]2[CH:29]=[CH:28][CH:27]=[CH:26][C:25]=2[Cl:30])[CH3:17])=[O:15])[CH:6]=[C:7]([C:9]([F:12])([F:11])[F:10])[CH:8]=1.[CH3:40][Mg]Br.Cl. The catalyst is O1CCCC1.C(OCC)C. The product is [F:39][C:2]([F:1])([F:38])[C:3]1[CH:4]=[C:5]([C:13]([CH3:36])([CH3:37])[C:14]([N:16]([C:18]2[CH:19]=[N:20][C:21]([NH:31][CH2:32][C:33]([OH:35])([CH3:40])[CH3:34])=[CH:22][C:23]=2[C:24]2[CH:29]=[CH:28][CH:27]=[CH:26][C:25]=2[Cl:30])[CH3:17])=[O:15])[CH:6]=[C:7]([C:9]([F:12])([F:11])[F:10])[CH:8]=1. The yield is 0.500.